Dataset: Catalyst prediction with 721,799 reactions and 888 catalyst types from USPTO. Task: Predict which catalyst facilitates the given reaction. (1) Reactant: [C:1]([O:5][C:6]([C@H:8]1[CH2:12][N:11](C(OCC2C=CC=CC=2)=O)[C:10](=[O:23])[N:9]1[CH3:24])=[O:7])([CH3:4])([CH3:3])[CH3:2].[H][H]. Product: [C:1]([O:5][C:6]([C@H:8]1[CH2:12][NH:11][C:10](=[O:23])[N:9]1[CH3:24])=[O:7])([CH3:4])([CH3:3])[CH3:2]. The catalyst class is: 19. (2) Reactant: [N+](=C)=[N-].[CH:4](=[C:11]1[NH:15][C:14](=[O:16])[C:13]([N+:17]([O-:19])=[O:18])=[C:12]1O)[C:5]1[CH:10]=[CH:9][CH:8]=[CH:7][CH:6]=1.[CH2:21]([NH2:28])[C:22]1[CH:27]=[CH:26][CH:25]=[CH:24][CH:23]=1. Product: [CH2:21]([NH:28][C:12]1[C:11](=[CH:4][C:5]2[CH:10]=[CH:9][CH:8]=[CH:7][CH:6]=2)[NH:15][C:14](=[O:16])[C:13]=1[N+:17]([O-:19])=[O:18])[C:22]1[CH:27]=[CH:26][CH:25]=[CH:24][CH:23]=1. The catalyst class is: 798. (3) Reactant: [CH3:1][C:2]1([CH3:21])[C:6](=[O:7])[N:5]([C:8]2[CH:15]=[CH:14][C:11]([C:12]#[N:13])=[C:10]([C:16]([F:19])([F:18])[F:17])[CH:9]=2)[C:4](=[O:20])[NH:3]1.[Br:22][C:23]1[CH:30]=[CH:29][C:28]([O:31][CH3:32])=[CH:27][C:24]=1[CH2:25]Br.C(=O)([O-])[O-].[Cs+].[Cs+]. Product: [Br:22][C:23]1[CH:30]=[CH:29][C:28]([O:31][CH3:32])=[CH:27][C:24]=1[CH2:25][N:3]1[C:2]([CH3:21])([CH3:1])[C:6](=[O:7])[N:5]([C:8]2[CH:15]=[CH:14][C:11]([C:12]#[N:13])=[C:10]([C:16]([F:19])([F:17])[F:18])[CH:9]=2)[C:4]1=[O:20]. The catalyst class is: 10. (4) Reactant: [Cl:1][C:2]1[CH:3]=[CH:4][C:5]([O:12][CH2:13][C:14]2[CH:19]=[CH:18][CH:17]=[CH:16][CH:15]=2)=[C:6]([CH2:8][C:9](O)=[O:10])[CH:7]=1.[N:20]1([O-])C2C=CC=CC=2N=N1.[NH4+].CN(C)CCCN=C=NCC.CN1CCOCC1. Product: [Cl:1][C:2]1[CH:3]=[CH:4][C:5]([O:12][CH2:13][C:14]2[CH:19]=[CH:18][CH:17]=[CH:16][CH:15]=2)=[C:6]([CH2:8][C:9]([NH2:20])=[O:10])[CH:7]=1. The catalyst class is: 4.